This data is from NCI-60 drug combinations with 297,098 pairs across 59 cell lines. The task is: Regression. Given two drug SMILES strings and cell line genomic features, predict the synergy score measuring deviation from expected non-interaction effect. (1) Drug 1: COC1=CC(=CC(=C1O)OC)C2C3C(COC3=O)C(C4=CC5=C(C=C24)OCO5)OC6C(C(C7C(O6)COC(O7)C8=CC=CS8)O)O. Drug 2: C(CCl)NC(=O)N(CCCl)N=O. Cell line: IGROV1. Synergy scores: CSS=33.0, Synergy_ZIP=-11.2, Synergy_Bliss=-3.69, Synergy_Loewe=-2.38, Synergy_HSA=-1.51. (2) Drug 1: CC1=C(C(=O)C2=C(C1=O)N3CC4C(C3(C2COC(=O)N)OC)N4)N. Drug 2: C1C(C(OC1N2C=NC(=NC2=O)N)CO)O. Cell line: RXF 393. Synergy scores: CSS=1.92, Synergy_ZIP=0.0661, Synergy_Bliss=-0.892, Synergy_Loewe=-6.51, Synergy_HSA=-8.18. (3) Drug 1: CC(CN1CC(=O)NC(=O)C1)N2CC(=O)NC(=O)C2. Drug 2: CN(C)N=NC1=C(NC=N1)C(=O)N. Cell line: IGROV1. Synergy scores: CSS=27.3, Synergy_ZIP=-7.74, Synergy_Bliss=1.84, Synergy_Loewe=3.97, Synergy_HSA=5.59. (4) Drug 1: CC12CCC(CC1=CCC3C2CCC4(C3CC=C4C5=CN=CC=C5)C)O. Drug 2: COC1=C(C=C2C(=C1)N=CN=C2NC3=CC(=C(C=C3)F)Cl)OCCCN4CCOCC4. Cell line: HS 578T. Synergy scores: CSS=20.8, Synergy_ZIP=4.21, Synergy_Bliss=8.73, Synergy_Loewe=2.80, Synergy_HSA=6.63. (5) Cell line: HS 578T. Drug 1: CCCS(=O)(=O)NC1=C(C(=C(C=C1)F)C(=O)C2=CNC3=C2C=C(C=N3)C4=CC=C(C=C4)Cl)F. Drug 2: CS(=O)(=O)C1=CC(=C(C=C1)C(=O)NC2=CC(=C(C=C2)Cl)C3=CC=CC=N3)Cl. Synergy scores: CSS=-3.12, Synergy_ZIP=5.03, Synergy_Bliss=7.19, Synergy_Loewe=-2.80, Synergy_HSA=-1.45. (6) Drug 1: C1=CC(=CC=C1CC(C(=O)O)N)N(CCCl)CCCl.Cl. Drug 2: CC1C(C(CC(O1)OC2CC(OC(C2O)C)OC3=CC4=CC5=C(C(=O)C(C(C5)C(C(=O)C(C(C)O)O)OC)OC6CC(C(C(O6)C)O)OC7CC(C(C(O7)C)O)OC8CC(C(C(O8)C)O)(C)O)C(=C4C(=C3C)O)O)O)O. Cell line: OVCAR-8. Synergy scores: CSS=14.7, Synergy_ZIP=1.74, Synergy_Bliss=5.21, Synergy_Loewe=2.99, Synergy_HSA=2.69. (7) Drug 1: CC(CN1CC(=O)NC(=O)C1)N2CC(=O)NC(=O)C2. Drug 2: CC12CCC3C(C1CCC2OP(=O)(O)O)CCC4=C3C=CC(=C4)OC(=O)N(CCCl)CCCl.[Na+]. Cell line: UACC62. Synergy scores: CSS=12.9, Synergy_ZIP=-7.32, Synergy_Bliss=-8.01, Synergy_Loewe=-6.58, Synergy_HSA=-5.12. (8) Drug 1: CN1CCC(CC1)COC2=C(C=C3C(=C2)N=CN=C3NC4=C(C=C(C=C4)Br)F)OC. Drug 2: C1CCC(C1)C(CC#N)N2C=C(C=N2)C3=C4C=CNC4=NC=N3. Cell line: HCC-2998. Synergy scores: CSS=-10.1, Synergy_ZIP=1.27, Synergy_Bliss=-5.03, Synergy_Loewe=-12.6, Synergy_HSA=-9.63. (9) Drug 1: C1C(C(OC1N2C=C(C(=O)NC2=O)F)CO)O. Drug 2: CC1=C(N=C(N=C1N)C(CC(=O)N)NCC(C(=O)N)N)C(=O)NC(C(C2=CN=CN2)OC3C(C(C(C(O3)CO)O)O)OC4C(C(C(C(O4)CO)O)OC(=O)N)O)C(=O)NC(C)C(C(C)C(=O)NC(C(C)O)C(=O)NCCC5=NC(=CS5)C6=NC(=CS6)C(=O)NCCC[S+](C)C)O. Cell line: OVCAR-8. Synergy scores: CSS=41.3, Synergy_ZIP=-11.3, Synergy_Bliss=-4.06, Synergy_Loewe=-1.68, Synergy_HSA=0.933. (10) Drug 1: CC1=C(C=C(C=C1)NC2=NC=CC(=N2)N(C)C3=CC4=NN(C(=C4C=C3)C)C)S(=O)(=O)N.Cl. Drug 2: C1C(C(OC1N2C=C(C(=O)NC2=O)F)CO)O. Cell line: A549. Synergy scores: CSS=28.0, Synergy_ZIP=-6.26, Synergy_Bliss=-12.5, Synergy_Loewe=-28.3, Synergy_HSA=-12.1.